From a dataset of Peptide-MHC class I binding affinity with 185,985 pairs from IEDB/IMGT. Regression. Given a peptide amino acid sequence and an MHC pseudo amino acid sequence, predict their binding affinity value. This is MHC class I binding data. The peptide sequence is RGPYRAFVTI. The MHC is Patr-B1301 with pseudo-sequence Patr-B1301. The binding affinity (normalized) is 0.332.